From a dataset of Full USPTO retrosynthesis dataset with 1.9M reactions from patents (1976-2016). Predict the reactants needed to synthesize the given product. (1) The reactants are: Cl.[F:2][C:3]([F:17])([F:16])[C:4]1[CH:9]=[CH:8][CH:7]=[CH:6][C:5]=1[CH:10]1[CH2:15][CH2:14][NH:13][CH2:12][CH2:11]1.[CH3:18][C:19]1[N:24]=[N:23][C:22]([C:25](O)=[O:26])=[CH:21][CH:20]=1. Given the product [CH3:18][C:19]1[N:24]=[N:23][C:22]([C:25]([N:13]2[CH2:12][CH2:11][CH:10]([C:5]3[CH:6]=[CH:7][CH:8]=[CH:9][C:4]=3[C:3]([F:2])([F:16])[F:17])[CH2:15][CH2:14]2)=[O:26])=[CH:21][CH:20]=1, predict the reactants needed to synthesize it. (2) Given the product [N+:10]([CH2:9][CH:8]([C:5]1[CH:6]=[CH:7][C:2]([CH3:1])=[CH:3][CH:4]=1)[OH:13])([O-:12])=[O:11], predict the reactants needed to synthesize it. The reactants are: [CH3:1][C:2]1[CH:7]=[CH:6][C:5]([C:8](=[O:13])[CH2:9][N+:10]([O-:12])=[O:11])=[CH:4][CH:3]=1.C(N(CC)CC)C.C(O)=O.CN(C)C=O. (3) The reactants are: Cl.[NH2:2][CH2:3][C:4]1[CH:12]=[CH:11][CH:10]=[C:9]2[C:5]=1[C:6](=[O:22])[N:7]([CH:14]1[CH2:19][CH2:18][C:17](=[O:20])[NH:16][C:15]1=[O:21])[C:8]2=[O:13].[N:23]1[CH:28]=[CH:27][N:26]=[CH:25][C:24]=1[C:29](Cl)=[O:30].C(N(CC)CC)C.O. Given the product [O:21]=[C:15]1[CH:14]([N:7]2[C:6](=[O:22])[C:5]3[C:9](=[CH:10][CH:11]=[CH:12][C:4]=3[CH2:3][NH:2][C:29]([C:24]3[CH:25]=[N:26][CH:27]=[CH:28][N:23]=3)=[O:30])[C:8]2=[O:13])[CH2:19][CH2:18][C:17](=[O:20])[NH:16]1, predict the reactants needed to synthesize it.